Predict the product of the given reaction. From a dataset of Forward reaction prediction with 1.9M reactions from USPTO patents (1976-2016). (1) Given the reactants C(=O)([O-])[O-].[Cs+].[Cs+].[I:7][C:8]1[CH:17]=[CH:16][C:11]([C:12]([O:14][CH3:15])=[O:13])=[C:10]([OH:18])[CH:9]=1.I[CH2:20][CH2:21][CH2:22][CH2:23][CH2:24][CH2:25][CH3:26].Cl, predict the reaction product. The product is: [CH2:20]([O:18][C:10]1[CH:9]=[C:8]([I:7])[CH:17]=[CH:16][C:11]=1[C:12]([O:14][CH3:15])=[O:13])[CH2:21][CH2:22][CH2:23][CH2:24][CH2:25][CH3:26]. (2) The product is: [ClH:22].[C:1]([C:5]1[CH:10]=[CH:9][C:8]([C:11]2[N:12]([C:30]([N:39]3[CH2:40][CH2:41][CH2:42][N:36]([CH2:43][C:44]([N:46]4[CH2:47][CH2:48][O:49][CH2:50][CH2:51]4)=[O:45])[CH2:37][CH2:38]3)=[O:31])[C@H:13]([C:23]3[CH:24]=[CH:25][C:26]([Cl:29])=[CH:27][CH:28]=3)[C@H:14]([C:16]3[CH:17]=[CH:18][C:19]([Cl:22])=[CH:20][CH:21]=3)[N:15]=2)=[C:7]([O:33][CH2:34][CH3:35])[CH:6]=1)([CH3:4])([CH3:2])[CH3:3]. Given the reactants [C:1]([C:5]1[CH:10]=[CH:9][C:8]([C:11]2[N:12]([C:30](Cl)=[O:31])[C@H:13]([C:23]3[CH:28]=[CH:27][C:26]([Cl:29])=[CH:25][CH:24]=3)[C@H:14]([C:16]3[CH:21]=[CH:20][C:19]([Cl:22])=[CH:18][CH:17]=3)[N:15]=2)=[C:7]([O:33][CH2:34][CH3:35])[CH:6]=1)([CH3:4])([CH3:3])[CH3:2].[N:36]1([CH2:43][C:44]([N:46]2[CH2:51][CH2:50][O:49][CH2:48][CH2:47]2)=[O:45])[CH2:42][CH2:41][CH2:40][NH:39][CH2:38][CH2:37]1, predict the reaction product. (3) Given the reactants [C:1]([O:4][C:5](=[O:7])[CH3:6])(=O)[CH3:2].[CH2:8]([O:15][C:16]1[CH:25]=[C:24]2[C:19]([C:20]([NH:26][C:27]3C=C(O)[C:30]([Cl:34])=[CH:29][C:28]=3[F:35])=[CH:21][N:22]=[N:23]2)=[CH:18][C:17]=1[O:36][CH3:37])[C:9]1[CH:14]=[CH:13][CH:12]=[CH:11][CH:10]=1, predict the reaction product. The product is: [C:5]([O:4][C:1]1[C:30]([Cl:34])=[CH:29][C:28]([F:35])=[C:27]([CH:2]=1)[NH:26][C:20]1[C:19]2[C:24](=[CH:25][C:16]([O:15][CH2:8][C:9]3[CH:10]=[CH:11][CH:12]=[CH:13][CH:14]=3)=[C:17]([O:36][CH3:37])[CH:18]=2)[N:23]=[N:22][CH:21]=1)(=[O:7])[CH3:6].